From a dataset of Full USPTO retrosynthesis dataset with 1.9M reactions from patents (1976-2016). Predict the reactants needed to synthesize the given product. (1) Given the product [CH3:9][C@@H:8]1[CH2:7][CH2:6][CH2:5][N:4]([C:10](=[O:11])[C:12]2[CH:17]=[C:16]([CH3:18])[CH:15]=[CH:14][C:13]=2[N:19]2[CH:23]=[CH:22][CH:21]=[N:20]2)[C@@H:3]1[CH2:2][NH:1][C:25]1[CH:30]=[CH:29][C:28]([C:31]#[N:32])=[CH:27][N:26]=1, predict the reactants needed to synthesize it. The reactants are: [NH2:1][CH2:2][C@@H:3]1[C@H:8]([CH3:9])[CH2:7][CH2:6][CH2:5][N:4]1[C:10]([C:12]1[CH:17]=[C:16]([CH3:18])[CH:15]=[CH:14][C:13]=1[N:19]1[CH:23]=[CH:22][CH:21]=[N:20]1)=[O:11].Br[C:25]1[CH:30]=[CH:29][C:28]([C:31]#[N:32])=[CH:27][N:26]=1. (2) The reactants are: Cl.[NH:2]1[CH2:7][CH2:6][C:5](=[CH:8][C:9]2[CH:10]=[C:11]([CH:23]=[CH:24][CH:25]=2)[O:12][C:13]2[CH:18]=[CH:17][C:16]([C:19]([F:22])([F:21])[F:20])=[CH:15][N:14]=2)[CH2:4][CH2:3]1.[CH2:26]([C:28]1[S:32][C:31]([NH:33][C:34](=O)[O:35]C2C=CC=CC=2)=[N:30][N:29]=1)[CH3:27].C(N(CC)CC)C.O. Given the product [CH2:26]([C:28]1[S:32][C:31]([NH:33][C:34]([N:2]2[CH2:7][CH2:6][C:5](=[CH:8][C:9]3[CH:25]=[CH:24][CH:23]=[C:11]([O:12][C:13]4[CH:18]=[CH:17][C:16]([C:19]([F:22])([F:20])[F:21])=[CH:15][N:14]=4)[CH:10]=3)[CH2:4][CH2:3]2)=[O:35])=[N:30][N:29]=1)[CH3:27], predict the reactants needed to synthesize it. (3) The reactants are: [CH2:1]([O:3][C:4]([C:6]1[C:12]2[NH:13][C:14]3[CH:15]=[C:16]([O:20][CH2:21][CH2:22]CO)[CH:17]=[CH:18][C:19]=3[C:11]=2[C:10]([CH3:26])([CH3:25])[CH2:9][N:8]([C:27](=[O:36])[C:28]2[CH:33]=[CH:32][C:31]([F:34])=[C:30](F)[CH:29]=2)[CH:7]=1)=[O:5])[CH3:2].C(OC([C:42]1[C:48]2[NH:49][C:50]3[CH:51]=C(O)C=CC=3C=2C(C)(C)CN(C(=O)C2C=CC(F)=CC=2)C=1)=O)C.C(N(C(C)C)CC)(C)C.BrCCC[OH:81]. Given the product [CH2:1]([O:3][C:4]([C:6]1[C:12]2[NH:13][C:14]3[CH:15]=[C:16]([O:20][CH2:21][CH2:22][N:49]4[CH2:48][CH2:42][O:81][CH2:51][CH2:50]4)[CH:17]=[CH:18][C:19]=3[C:11]=2[C:10]([CH3:26])([CH3:25])[CH2:9][N:8]([C:27](=[O:36])[C:28]2[CH:33]=[CH:32][C:31]([F:34])=[CH:30][CH:29]=2)[CH:7]=1)=[O:5])[CH3:2], predict the reactants needed to synthesize it. (4) The reactants are: [C:1](=[O:4])([O-])[O-:2].[NH4+].[NH4+].[Na].S(O)(O)(=O)=O.[CH2:13](O[CH2:13][CH2:14][CH2:15][CH2:16][CH2:17][CH2:18][CH2:19]CCCCCC)[CH2:14][CH2:15][CH2:16][CH2:17][CH2:18][CH2:19]CCCCCC.C(OCC(CC)CCCC)(=O)C=C.C(OC)(=O)C(C)=C.C(#N)C=C.C(O)(=O)C(C)=C.S(OOS([O-])(=O)=O)([O-])(=O)=O.[NH4+].[NH4+].C(C1C=CC=CC=1)(=O)C1C=CC=CC=1. Given the product [CH3:13][CH2:14][CH2:15][CH2:16][CH:17]([C:1]([OH:2])=[O:4])[CH2:18][CH3:19], predict the reactants needed to synthesize it. (5) Given the product [F:30][C:29]([F:31])([F:32])[C:28]([NH:27][CH2:26][C:25]1[CH:34]=[CH:35][C:36]([F:37])=[C:23]([CH:20]2[CH2:21][CH2:22][N:17]([C:15]([C:4]3[C:3]4[C:7](=[CH:8][CH:9]=[CH:10][C:2]=4[C:41]4[CH:42]=[N:43][CH:44]=[C:39]([F:38])[CH:40]=4)[N:6]([CH2:11][CH2:12][O:13][CH3:14])[CH:5]=3)=[O:16])[CH2:18][CH2:19]2)[CH:24]=1)=[O:33], predict the reactants needed to synthesize it. The reactants are: Br[C:2]1[CH:10]=[CH:9][CH:8]=[C:7]2[C:3]=1[C:4]([C:15]([N:17]1[CH2:22][CH2:21][CH:20]([C:23]3[CH:24]=[C:25]([CH:34]=[CH:35][C:36]=3[F:37])[CH2:26][NH:27][C:28](=[O:33])[C:29]([F:32])([F:31])[F:30])[CH2:19][CH2:18]1)=[O:16])=[CH:5][N:6]2[CH2:11][CH2:12][O:13][CH3:14].[F:38][C:39]1[CH:40]=[C:41](B(O)O)[CH:42]=[N:43][CH:44]=1.C(=O)([O-])[O-].[Cs+].[Cs+].C(Cl)Cl. (6) Given the product [CH3:1][O:2][C:3]1[CH:4]=[C:5]([CH2:9][CH2:10][CH2:11][CH2:12][CH2:13][CH2:14][CH:15]=[O:16])[CH:6]=[CH:7][CH:8]=1, predict the reactants needed to synthesize it. The reactants are: [CH3:1][O:2][C:3]1[CH:4]=[C:5]([CH2:9][CH2:10][CH2:11][CH2:12][CH2:13][CH2:14][C:15](OC)=[O:16])[CH:6]=[CH:7][CH:8]=1.[H-].C([Al+]CC(C)C)C(C)C.C(OC)=O.[Cl-].[NH4+].[Al]. (7) Given the product [C:2]([O:6][C:7](=[O:11])[CH2:8][CH2:9][NH:10][C:39](=[O:40])[CH2:38][CH2:37][C:15]1[C:16]([CH3:36])=[CH:17][C:18]([C:20]2[N:24]=[C:23]([C:25]3[CH:30]=[C:29]([CH3:31])[C:28]([CH2:32][CH:33]([CH3:34])[CH3:35])=[CH:27][N:26]=3)[O:22][N:21]=2)=[CH:19][C:14]=1[CH2:12][CH3:13])([CH3:5])([CH3:4])[CH3:3], predict the reactants needed to synthesize it. The reactants are: Cl.[C:2]([O:6][C:7](=[O:11])[CH2:8][CH2:9][NH2:10])([CH3:5])([CH3:4])[CH3:3].[CH2:12]([C:14]1[CH:19]=[C:18]([C:20]2[N:24]=[C:23]([C:25]3[CH:30]=[C:29]([CH3:31])[C:28]([CH2:32][CH:33]([CH3:35])[CH3:34])=[CH:27][N:26]=3)[O:22][N:21]=2)[CH:17]=[C:16]([CH3:36])[C:15]=1[CH2:37][CH2:38][C:39](O)=[O:40])[CH3:13].